This data is from Full USPTO retrosynthesis dataset with 1.9M reactions from patents (1976-2016). The task is: Predict the reactants needed to synthesize the given product. (1) Given the product [F:1][C:2]1[CH:7]=[CH:6][CH:5]=[C:4]([C:8]([F:9])([F:10])[F:11])[C:3]=1[NH:12][C:13]([C@H:15]1[N:23]([C:24](=[O:43])[C@@H:25]([NH:29][C:30](=[O:42])[C@@H:31]([NH:33][CH3:34])[CH3:32])[CH:26]([CH3:27])[CH3:28])[C:18]2=[N:19][CH:20]=[CH:21][CH:22]=[C:17]2[CH2:16]1)=[O:14], predict the reactants needed to synthesize it. The reactants are: [F:1][C:2]1[CH:7]=[CH:6][CH:5]=[C:4]([C:8]([F:11])([F:10])[F:9])[C:3]=1[NH:12][C:13]([C@H:15]1[N:23]([C:24](=[O:43])[C@@H:25]([NH:29][C:30](=[O:42])[C@@H:31]([N:33](C)[C:34](=O)OC(C)(C)C)[CH3:32])[CH:26]([CH3:28])[CH3:27])[C:18]2=[N:19][CH:20]=[CH:21][CH:22]=[C:17]2[CH2:16]1)=[O:14].C(O)(C(F)(F)F)=O. (2) Given the product [CH:23]1([C:20]2[NH:21][N:22]=[C:18]([NH:17][C:10]3[C:11]4[CH2:16][CH2:15][CH2:14][C:12]=4[N:13]=[C:8]([N:6]4[CH2:7][C@H:3]([OH:2])[CH2:4][C@H:5]4[C:28]([N:31]4[CH2:36][CH2:35][CH2:34][CH2:33][CH2:32]4)=[O:30])[N:9]=3)[CH:19]=2)[CH2:24][CH2:25][CH2:26][CH2:27]1, predict the reactants needed to synthesize it. The reactants are: Cl.[OH:2][C@H:3]1[CH2:7][N:6]([C:8]2[N:9]=[C:10]([NH:17][C:18]3[NH:22][N:21]=[C:20]([CH:23]4[CH2:27][CH2:26][CH2:25][CH2:24]4)[CH:19]=3)[C:11]3[CH2:16][CH2:15][CH2:14][C:12]=3[N:13]=2)[C@H:5]([C:28]([OH:30])=O)[CH2:4]1.[NH:31]1[CH2:36][CH2:35][CH2:34][CH2:33][CH2:32]1.CCN=C=NCCCN(C)C.Cl.C1C=CC2N(O)N=NC=2C=1.C(N(CC)C(C)C)(C)C. (3) The reactants are: [Cl-].[Al+3].[Cl-].[Cl-].[CH3:5][C:6]1([NH:15][C:16](=[O:23])[C:17]2[CH:22]=[CH:21][CH:20]=[CH:19][CH:18]=2)[CH2:14][C:13]2[C:8](=[CH:9][CH:10]=[CH:11][CH:12]=2)[CH2:7]1.[C:24](Cl)(=[O:26])[CH3:25]. Given the product [C:24]([C:10]1[CH:9]=[C:8]2[C:13](=[CH:12][CH:11]=1)[CH2:14][C:6]([NH:15][C:16](=[O:23])[C:17]1[CH:18]=[CH:19][CH:20]=[CH:21][CH:22]=1)([CH3:5])[CH2:7]2)(=[O:26])[CH3:25], predict the reactants needed to synthesize it. (4) Given the product [Br:1][C:2]1[C:3](=[O:16])[N:4]([CH:10]2[CH2:15][CH2:14][CH2:13][CH2:12][CH2:11]2)[N:5]([CH3:9])[C:6]=1[CH2:7][N:29]1[CH2:30][CH2:31][CH:26]([CH2:25][CH2:24][CH2:23][C:17]2[CH:18]=[CH:19][CH:20]=[CH:21][CH:22]=2)[CH2:27][CH2:28]1, predict the reactants needed to synthesize it. The reactants are: [Br:1][C:2]1[C:3](=[O:16])[N:4]([CH:10]2[CH2:15][CH2:14][CH2:13][CH2:12][CH2:11]2)[N:5]([CH3:9])[C:6]=1[CH2:7]Br.[C:17]1([CH2:23][CH2:24][CH2:25][CH:26]2[CH2:31][CH2:30][NH:29][CH2:28][CH2:27]2)[CH:22]=[CH:21][CH:20]=[CH:19][CH:18]=1.C(=O)([O-])[O-].[K+].[K+]. (5) Given the product [S:20]1[CH:24]=[CH:23][CH:22]=[C:21]1[C:2]1[CH:3]=[CH:4][C:5]2[N:11]=[C:10]([C:12]3[CH:17]=[CH:16][N:15]=[N:14][CH:13]=3)[CH2:9][C:8](=[O:18])[NH:7][C:6]=2[CH:19]=1, predict the reactants needed to synthesize it. The reactants are: Br[C:2]1[CH:3]=[CH:4][C:5]2[N:11]=[C:10]([C:12]3[CH:17]=[CH:16][N:15]=[N:14][CH:13]=3)[CH2:9][C:8](=[O:18])[NH:7][C:6]=2[CH:19]=1.[S:20]1[CH:24]=[CH:23][CH:22]=[C:21]1B(O)O. (6) Given the product [N:1]1([C:4]2[CH:5]=[C:6]3[C:10](=[CH:11][CH:12]=2)[NH:9][C:8]([CH2:13][C:14]([NH2:16])=[O:15])=[C:7]3[S:17]([C:20]2[CH:25]=[C:24]([CH3:26])[CH:23]=[C:22]([CH3:27])[CH:21]=2)(=[O:19])=[O:18])[CH:34]=[CH:33][CH:32]=[CH:31]1, predict the reactants needed to synthesize it. The reactants are: [N+:1]([C:4]1[CH:5]=[C:6]2[C:10](=[CH:11][CH:12]=1)[NH:9][C:8]([CH2:13][C:14]([NH2:16])=[O:15])=[C:7]2[S:17]([C:20]1[CH:25]=[C:24]([CH3:26])[CH:23]=[C:22]([CH3:27])[CH:21]=1)(=[O:19])=[O:18])([O-])=O.[H][H].N1([C:32]2[CH:31]=[C:32]3[C:31](=[CH:34][CH:33]=2)N[C:34](C([O-])=O)=[C:33]3S([C:32]2[CH:31]=C(C)C=[C:34](C)[CH:33]=2)(=O)=O)[CH:34]=[CH:33][CH:32]=[CH:31]1.COC1CCC(OC)O1. (7) Given the product [CH2:25]([C:24]1[CH:23]=[CH:22][C:21]([CH:19]([CH3:20])[C:17]([O:16][C:32]2[CH:52]=[CH:51][C:35]([C:36]([O:38][CH:39]3[CH2:44][O:43][CH:42]([C:45]4[CH:50]=[CH:49][CH:48]=[CH:47][CH:46]=4)[O:41][CH2:40]3)=[O:37])=[CH:34][CH:33]=2)=[O:18])=[CH:30][CH:29]=1)[CH:26]([CH3:27])[CH3:28], predict the reactants needed to synthesize it. The reactants are: C1CCC(N=C=NC2CCCCC2)CC1.[OH:16][C:17]([CH:19]([C:21]1[CH:30]=[CH:29][C:24]([CH2:25][CH:26]([CH3:28])[CH3:27])=[CH:23][CH:22]=1)[CH3:20])=[O:18].O[C:32]1[CH:52]=[CH:51][C:35]([C:36]([O:38][CH:39]2[CH2:44][O:43][CH:42]([C:45]3[CH:50]=[CH:49][CH:48]=[CH:47][CH:46]=3)[O:41][CH2:40]2)=[O:37])=[CH:34][CH:33]=1.